Predict the product of the given reaction. From a dataset of Forward reaction prediction with 1.9M reactions from USPTO patents (1976-2016). (1) Given the reactants [Br:1][C:2]1[CH:7]=[CH:6][C:5](O)=[CH:4][CH:3]=1.[Cl:9][CH:10](C)[CH2:11]OS(C1C=CC(C)=CC=1)(=O)=O.[C:24]([O-:27])([O-])=O.[Cs+].[Cs+], predict the reaction product. The product is: [Br:1][C:2]1[CH:7]=[CH:6][C:5]([O:27][CH2:24][CH2:11][CH2:10][Cl:9])=[CH:4][CH:3]=1. (2) The product is: [OH:24][CH2:23][CH2:25][C:37]1([NH:36][CH:26]=[C:3]([C:2](=[O:1])[C:9]2[CH:14]=[C:13]([F:15])[C:12]([F:16])=[C:11]([F:17])[C:10]=2[F:18])[C:4]([O:6][CH2:7][CH3:8])=[O:5])[CH2:39][CH2:38]1. Given the reactants [O:1]=[C:2]([C:9]1[CH:14]=[C:13]([F:15])[C:12]([F:16])=[C:11]([F:17])[C:10]=1[F:18])[CH2:3][C:4]([O:6][CH2:7][CH3:8])=[O:5].CC(O[C:23]([CH3:25])=[O:24])=O.[CH:26](OCC)(OCC)OCC.[NH2:36][C:37]1(C(O)C)[CH2:39][CH2:38]1, predict the reaction product. (3) Given the reactants [N:1]1([CH2:7][CH2:8][OH:9])[CH2:6][CH2:5][NH:4][CH2:3][CH2:2]1.[Br:10][C:11]1[CH:12]=[CH:13][C:14]([C:17](O)=[O:18])=[N:15][CH:16]=1.CN(C(ON1N=NC2C=CC=CC1=2)=[N+](C)C)C.F[P-](F)(F)(F)(F)F.C1C=CC2N(O)N=NC=2C=1.CCN(C(C)C)C(C)C, predict the reaction product. The product is: [Br:10][C:11]1[CH:12]=[CH:13][C:14]([C:17]([N:4]2[CH2:5][CH2:6][N:1]([CH2:7][CH2:8][OH:9])[CH2:2][CH2:3]2)=[O:18])=[N:15][CH:16]=1. (4) The product is: [C:2]([O:5][C:6](=[O:7])[NH:8][C@H:9]([C:20](=[O:22])[N:41]([CH2:34][C:35]1[CH:40]=[CH:39][CH:38]=[CH:37][CH:36]=1)[CH2:42][C:43]1[CH:48]=[CH:47][CH:46]=[CH:45][CH:44]=1)[CH2:10][C:11]1[CH:12]=[CH:13][C:14]([N+:17]([O-:19])=[O:18])=[CH:15][CH:16]=1)([CH3:1])([CH3:3])[CH3:4]. Given the reactants [CH3:1][C:2]([O:5][C:6]([NH:8][C@H:9]([C:20]([OH:22])=O)[CH2:10][C:11]1[CH:16]=[CH:15][C:14]([N+:17]([O-:19])=[O:18])=[CH:13][CH:12]=1)=[O:7])([CH3:4])[CH3:3].CCN=C=NCCCN(C)C.[CH2:34]([NH:41][CH2:42][C:43]1[CH:48]=[CH:47][CH:46]=[CH:45][CH:44]=1)[C:35]1[CH:40]=[CH:39][CH:38]=[CH:37][CH:36]=1, predict the reaction product. (5) Given the reactants [Cl:1][C:2]1[CH:7]=[CH:6][C:5]([S:8]([C:11]2[CH:12]=[CH:13][C:14]3[O:23][C:22]4[CH2:21][CH2:20][N:19](C(OC(C)(C)C)=O)[CH2:18][C:17]=4[C:15]=3[CH:16]=2)(=[O:10])=[O:9])=[CH:4][CH:3]=1.Cl, predict the reaction product. The product is: [ClH:1].[Cl:1][C:2]1[CH:7]=[CH:6][C:5]([S:8]([C:11]2[CH:12]=[CH:13][C:14]3[O:23][C:22]4[CH2:21][CH2:20][NH:19][CH2:18][C:17]=4[C:15]=3[CH:16]=2)(=[O:9])=[O:10])=[CH:4][CH:3]=1. (6) Given the reactants [CH:1]1([CH2:4][N:5]2[C:9]3=[N:10][CH:11]=[CH:12][CH:13]=[C:8]3[CH:7]=[C:6]2[C:14]2[N:18]([CH3:19])[C:17]3[C:20]([O:27][CH3:28])=[CH:21][C:22]([C:24](O)=[O:25])=[CH:23][C:16]=3[N:15]=2)[CH2:3][CH2:2]1.CN(C(ON1N=NC2C=CC=NC1=2)=[N+](C)C)C.F[P-](F)(F)(F)(F)F.CCN(C(C)C)C(C)C.[C:62]([O:66][C:67](=[O:76])[NH:68][CH:69]1[CH2:74][CH2:73][CH:72]([CH3:75])[NH:71][CH2:70]1)([CH3:65])([CH3:64])[CH3:63], predict the reaction product. The product is: [C:62]([O:66][C:67](=[O:76])[NH:68][C@H:69]1[CH2:74][CH2:73][C@@H:72]([CH3:75])[N:71]([C:24]([C:22]2[CH:21]=[C:20]([O:27][CH3:28])[C:17]3[N:18]([CH3:19])[C:14]([C:6]4[N:5]([CH2:4][CH:1]5[CH2:2][CH2:3]5)[C:9]5=[N:10][CH:11]=[CH:12][CH:13]=[C:8]5[CH:7]=4)=[N:15][C:16]=3[CH:23]=2)=[O:25])[CH2:70]1)([CH3:65])([CH3:63])[CH3:64]. (7) Given the reactants Cl[C:2]1[C:7]([C:8]([F:11])([F:10])[F:9])=[CH:6][N:5]=[C:4]([NH:12][C:13]2[CH:18]=[CH:17][C:16]([CH2:19][P:20]3(=[O:26])[O:25][CH2:24][CH2:23][CH2:22][O:21]3)=[CH:15][CH:14]=2)[N:3]=1.[NH2:27][C:28]1[CH:29]=[CH:30][C:31]([CH:39]2[CH2:44][CH2:43][CH:42]([OH:45])[CH2:41][CH2:40]2)=[C:32]2[C:36]=1[C:35](=[O:37])[N:34]([CH3:38])[CH2:33]2, predict the reaction product. The product is: [OH:45][C@H:42]1[CH2:41][CH2:40][C@H:39]([C:31]2[CH:30]=[CH:29][C:28]([NH:27][C:2]3[C:7]([C:8]([F:9])([F:11])[F:10])=[CH:6][N:5]=[C:4]([NH:12][C:13]4[CH:18]=[CH:17][C:16]([CH2:19][P:20]5(=[O:26])[O:25][CH2:24][CH2:23][CH2:22][O:21]5)=[CH:15][CH:14]=4)[N:3]=3)=[C:36]3[C:32]=2[CH2:33][N:34]([CH3:38])[C:35]3=[O:37])[CH2:44][CH2:43]1.